Dataset: Reaction yield outcomes from USPTO patents with 853,638 reactions. Task: Predict the reaction yield, written as a fraction of the theoretical maximum amount of product (1.0 means a 100% yield; for example, 0.34 means a 34% yield). (1) The reactants are [CH3:1][O:2][C:3]1[CH:16]=[C:15]([O:17][CH3:18])[CH:14]=[CH:13][C:4]=1[CH2:5][NH:6][C:7]1[CH:12]=[CH:11][N:10]=[CH:9][N:8]=1.[Br:19][C:20]1[C:21]([F:31])=[CH:22][C:23]([F:30])=[C:24]([S:26](Cl)(=[O:28])=[O:27])[CH:25]=1.N12CCN(CC1)CC2. The catalyst is C1COCC1. The product is [Br:19][C:20]1[C:21]([F:31])=[CH:22][C:23]([F:30])=[C:24]([S:26]([N:6]([CH2:5][C:4]2[CH:13]=[CH:14][C:15]([O:17][CH3:18])=[CH:16][C:3]=2[O:2][CH3:1])[C:7]2[CH:12]=[CH:11][N:10]=[CH:9][N:8]=2)(=[O:28])=[O:27])[CH:25]=1. The yield is 0.580. (2) The reactants are F[C:2]1[N:23]=[CH:22][C:5]2[N:6]=[CH:7][N:8]=[C:9]([NH:10][C:11]3[CH:16]=[CH:15][C:14]([F:17])=[C:13]([C:18]([F:21])([F:20])[F:19])[CH:12]=3)[C:4]=2[CH:3]=1.[CH3:24][O:25][C:26]1[CH:33]=[CH:32][C:29]([CH2:30][NH2:31])=[CH:28][CH:27]=1. The catalyst is CS(C)=O. The product is [F:17][C:14]1[CH:15]=[CH:16][C:11]([NH:10][C:9]2[C:4]3[CH:3]=[C:2]([NH:31][CH2:30][C:29]4[CH:32]=[CH:33][C:26]([O:25][CH3:24])=[CH:27][CH:28]=4)[N:23]=[CH:22][C:5]=3[N:6]=[CH:7][N:8]=2)=[CH:12][C:13]=1[C:18]([F:20])([F:19])[F:21]. The yield is 0.740. (3) The reactants are [F:1][C:2]([F:13])([S:9](Cl)(=[O:11])=[O:10])[C:3]([F:8])([F:7])[CH2:4][CH2:5][OH:6].C(=O)([O-])O.[Na+].[OH:19][N:20]1[C:24](=[O:25])[C:23]2=[CH:26][CH:27]=[CH:28][CH:29]=[C:22]2[C:21]1=[O:30].O. The catalyst is C(#N)C. The product is [F:1][C:2]([F:13])([S:9]([O:19][N:20]1[C:24](=[O:25])[C:23]2[C:22](=[CH:29][CH:28]=[CH:27][CH:26]=2)[C:21]1=[O:30])(=[O:11])=[O:10])[C:3]([F:8])([F:7])[CH2:4][CH2:5][OH:6]. The yield is 0.570. (4) The reactants are [CH3:1][O:2][C:3]1[CH:8]=[CH:7][CH:6]=[CH:5][C:4]=1[CH:9]([CH2:14][C:15]1[CH:20]=[CH:19][CH:18]=[CH:17][CH:16]=1)[C:10]([O:12]C)=[O:11].[OH-].[Na+].O.Cl. The catalyst is C1COCC1.CO. The product is [CH3:1][O:2][C:3]1[CH:8]=[CH:7][CH:6]=[CH:5][C:4]=1[CH:9]([CH2:14][C:15]1[CH:20]=[CH:19][CH:18]=[CH:17][CH:16]=1)[C:10]([OH:12])=[O:11]. The yield is 0.510.